Task: Predict the reaction yield, written as a fraction of the theoretical maximum amount of product (1.0 means a 100% yield; for example, 0.34 means a 34% yield).. Dataset: Reaction yield outcomes from USPTO patents with 853,638 reactions (1) No catalyst specified. The reactants are [CH3:1][C:2]1[N:3]=[C:4]([N:12]2[CH2:16][CH2:15][N:14]([C:17]3C=CC=[CH:19][CH:18]=3)[C:13]2=[O:23])[S:5][C:6]=1[C:7]([O:9]CC)=[O:8].CC1N=C(N2CCN(CCC)C2=O)SC=1C(OCC)=O. The yield is 0.940. The product is [CH3:1][C:2]1[N:3]=[C:4]([N:12]2[CH2:16][CH2:15][N:14]([CH2:17][CH2:18][CH3:19])[C:13]2=[O:23])[S:5][C:6]=1[C:7]([OH:9])=[O:8]. (2) The reactants are [NH2:1][C:2]1[C:3]2[C:10]([C:11]#[N:12])=[C:9]([Br:13])[NH:8][C:4]=2[N:5]=[CH:6][N:7]=1.C(O[C@H:23]1[C@@:27]([O:29][C:30](=[O:37])[C:31]2[CH:36]=[CH:35][CH:34]=[CH:33][CH:32]=2)([CH3:28])[C@H:26]([O:38][C:39](=[O:46])[C:40]2[CH:45]=[CH:44][CH:43]=[CH:42][CH:41]=2)[C@@H:25]([CH2:47][O:48][C:49](=[O:56])[C:50]2[CH:55]=[CH:54][CH:53]=[CH:52][CH:51]=2)[O:24]1)(=O)C1C=CC=CC=1.[Si](OS(C(F)(F)F)(=O)=O)(C)(C)C.C(=O)(O)[O-].[Na+]. The catalyst is C(#N)C.C(OCC)(=O)C. The product is [C:30]([O:29][C@:27]1([CH3:28])[CH:26]([O:38][C:39](=[O:46])[C:40]2[CH:45]=[CH:44][CH:43]=[CH:42][CH:41]=2)[CH:25]([CH2:47][O:48][C:49](=[O:56])[C:50]2[CH:51]=[CH:52][CH:53]=[CH:54][CH:55]=2)[O:24][C@H:23]1[N:8]1[C:4]2[N:5]=[CH:6][N:7]=[C:2]([NH2:1])[C:3]=2[C:10]([C:11]#[N:12])=[C:9]1[Br:13])(=[O:37])[C:31]1[CH:36]=[CH:35][CH:34]=[CH:33][CH:32]=1. The yield is 0.650.